Dataset: Catalyst prediction with 721,799 reactions and 888 catalyst types from USPTO. Task: Predict which catalyst facilitates the given reaction. The catalyst class is: 9. Reactant: [F:1][C:2]([F:19])([F:18])[C:3]1[CH:4]=[CH:5][C:6]([C:9]2[CH:16]=[CH:15][C:12]([C:13]#[N:14])=[C:11](F)[CH:10]=2)=[N:7][CH:8]=1.Br.[CH:21]1([CH2:24][S:25]C(=N)N)[CH2:23][CH2:22]1.[OH-].[Na+]. Product: [CH:21]1([CH2:24][S:25][C:11]2[CH:10]=[C:9]([C:6]3[CH:5]=[CH:4][C:3]([C:2]([F:19])([F:18])[F:1])=[CH:8][N:7]=3)[CH:16]=[CH:15][C:12]=2[C:13]#[N:14])[CH2:23][CH2:22]1.